Task: Predict the reaction yield, written as a fraction of the theoretical maximum amount of product (1.0 means a 100% yield; for example, 0.34 means a 34% yield).. Dataset: Reaction yield outcomes from USPTO patents with 853,638 reactions (1) The reactants are [C:1]([C:5]1[CH:6]=[C:7]([C:12]2[N:16]([C:17]3[CH:25]=CC(C(O)=O)=[CH:19][CH:18]=3)[N:15]=[C:14]([C:26]3[CH:31]=[CH:30][C:29]([C:32]([O:34][CH3:35])=[O:33])=[CH:28][CH:27]=3)[CH:13]=2)[CH:8]=[C:9]([I:11])[CH:10]=1)([CH3:4])([CH3:3])[CH3:2].Cl.CNC.CCN=C=N[CH2:45][CH2:46][CH2:47][N:48]([CH3:50])[CH3:49].C1C=CC2N([OH:60])N=NC=2C=1. The catalyst is C(Cl)Cl. The product is [C:1]([C:5]1[CH:6]=[C:7]([C:12]2[N:16]([C:17]3[CH:25]=[CH:45][C:46]([C:47](=[O:60])[N:48]([CH3:49])[CH3:50])=[CH:19][CH:18]=3)[N:15]=[C:14]([C:26]3[CH:27]=[CH:28][C:29]([C:32]([O:34][CH3:35])=[O:33])=[CH:30][CH:31]=3)[CH:13]=2)[CH:8]=[C:9]([I:11])[CH:10]=1)([CH3:4])([CH3:2])[CH3:3]. The yield is 0.820. (2) The reactants are [CH2:1]([O:8][C:9]1[CH:18]=[CH:17][C:12]2[C:13](=O)[CH2:14][O:15][C:11]=2[CH:10]=1)[C:2]1[CH:7]=[CH:6][CH:5]=[CH:4][CH:3]=1.[H-].[Na+].I[CH3:22].CN([CH:26]=[O:27])C. No catalyst specified. The product is [CH2:1]([O:8][C:9]1[CH:18]=[CH:17][C:12]2[C:26](=[O:27])[C:14]([CH3:13])([CH3:22])[O:15][C:11]=2[CH:10]=1)[C:2]1[CH:3]=[CH:4][CH:5]=[CH:6][CH:7]=1. The yield is 0.470.